From a dataset of Ames mutagenicity test results for genotoxicity prediction. Regression/Classification. Given a drug SMILES string, predict its toxicity properties. Task type varies by dataset: regression for continuous values (e.g., LD50, hERG inhibition percentage) or binary classification for toxic/non-toxic outcomes (e.g., AMES mutagenicity, cardiotoxicity, hepatotoxicity). Dataset: ames. The result is 1 (mutagenic). The drug is c1ccc2c(c1)-c1ccccc1C1OC21.